Dataset: Full USPTO retrosynthesis dataset with 1.9M reactions from patents (1976-2016). Task: Predict the reactants needed to synthesize the given product. (1) Given the product [NH:20]1[CH:21]=[C:17]([CH2:2][C:3]2[CH:8]=[CH:7][CH:6]=[CH:5][C:4]=2[C:9]2[CH:14]=[CH:13][C:12]([C:15]#[N:16])=[CH:11][CH:10]=2)[N:18]=[CH:19]1, predict the reactants needed to synthesize it. The reactants are: O[CH:2]([C:17]1[N:18]=[CH:19][N:20](C(C2C=CC=CC=2)(C2C=CC=CC=2)C2C=CC=CC=2)[CH:21]=1)[C:3]1[CH:8]=[CH:7][CH:6]=[CH:5][C:4]=1[C:9]1[CH:14]=[CH:13][C:12]([C:15]#[N:16])=[CH:11][CH:10]=1.C([SiH](CC)CC)C.FC(F)(F)C(O)=O. (2) The reactants are: [Br:1][C:2]1[CH:7]=[C:6]([CH3:8])[CH:5]=[CH:4][C:3]=1[OH:9].C(=O)([O-])[O-].[K+].[K+].C(Br)C=C.[CH2:20]([O:23]CC=C)[CH:21]=[CH2:22].C(C1C=C(C)C=C(Br)C=1O)C=C.ClC1C=C(C=CC=1)C(OO)=O. Given the product [Br:1][C:2]1[C:3]2[O:9][CH:21]([CH2:20][OH:23])[CH2:22][C:4]=2[CH:5]=[C:6]([CH3:8])[CH:7]=1, predict the reactants needed to synthesize it. (3) Given the product [F:1][C:2]1[CH:24]=[CH:23][CH:22]=[CH:21][C:3]=1[O:4][C:5]1[C:18](=[O:19])[N:17]([CH3:20])[C:8]2[N:9]=[C:10]([NH:25][CH2:26][CH2:27][OH:28])[N:11]=[CH:12][C:7]=2[CH:6]=1, predict the reactants needed to synthesize it. The reactants are: [F:1][C:2]1[CH:24]=[CH:23][CH:22]=[CH:21][C:3]=1[O:4][C:5]1[C:18](=[O:19])[N:17]([CH3:20])[C:8]2[N:9]=[C:10](S(C)(=O)=O)[N:11]=[CH:12][C:7]=2[CH:6]=1.[NH2:25][CH2:26][CH2:27][OH:28]. (4) Given the product [Cl:1][C:2]1[CH:39]=[CH:38][CH:37]=[CH:36][C:3]=1[O:4][CH:5]1[CH2:10][CH2:9][N:8]([C:11](=[O:35])[CH2:12][NH:13][C:14]([C:16]2[CH:20]=[C:19]([C:21]3[CH:26]=[CH:25][CH:24]=[CH:23][C:22]=3[OH:27])[O:18][N:17]=2)=[O:15])[CH2:7][CH2:6]1, predict the reactants needed to synthesize it. The reactants are: [Cl:1][C:2]1[CH:39]=[CH:38][CH:37]=[CH:36][C:3]=1[O:4][CH:5]1[CH2:10][CH2:9][N:8]([C:11](=[O:35])[CH2:12][NH:13][C:14]([C:16]2[CH:20]=[C:19]([C:21]3[CH:26]=[CH:25][CH:24]=[CH:23][C:22]=3[O:27]CC3C=CC=CC=3)[O:18][N:17]=2)=[O:15])[CH2:7][CH2:6]1. (5) Given the product [O:24]1[CH2:17][CH:18]([CH:13]([CH2:14][CH3:15])[CH2:19][O:10][S:8]([C:5]2[CH:4]=[CH:3][C:2]([CH3:12])=[CH:7][CH:6]=2)(=[O:11])=[O:9])[CH2:23]1, predict the reactants needed to synthesize it. The reactants are: [Cl-].[C:2]1([CH3:12])[CH:7]=[CH:6][C:5]([S:8]([O-:11])(=[O:10])=[O:9])=[CH:4][CH:3]=1.[C:13]1([CH3:19])[CH:18]=[CH:17]C=[CH:15][CH:14]=1.C(C1C[O:24][CH:23]1CO)C.[OH-].[Na+].